This data is from Full USPTO retrosynthesis dataset with 1.9M reactions from patents (1976-2016). The task is: Predict the reactants needed to synthesize the given product. (1) Given the product [F:21][C:20]([F:23])([F:22])[C:29]([OH:30])=[O:32].[F:28][C:24]1[CH:25]=[CH:26][CH:27]=[C:2]([F:1])[C:3]=1[C:4]([NH:6][C:7]1[CH:11]=[CH:10][N:9]([CH2:12][C:13]2[CH:18]=[CH:17][C:16]([O:19][CH2:37][C:38]3[CH:43]=[CH:42][N:41]=[CH:40][CH:39]=3)=[CH:15][C:14]=2[C:20]([F:23])([F:21])[F:22])[N:8]=1)=[O:5], predict the reactants needed to synthesize it. The reactants are: [F:1][C:2]1[CH:27]=[CH:26][CH:25]=[C:24]([F:28])[C:3]=1[C:4]([NH:6][C:7]1[CH:11]=[CH:10][N:9]([CH2:12][C:13]2[CH:18]=[CH:17][C:16]([OH:19])=[CH:15][C:14]=2[C:20]([F:23])([F:22])[F:21])[N:8]=1)=[O:5].[C:29](=[O:32])([O-])[O-:30].[Cs+].[Cs+].Br.Br[CH2:37][C:38]1[CH:43]=[CH:42][N:41]=[CH:40][CH:39]=1. (2) Given the product [CH3:20][O:18][C:17](=[O:19])[C@H:6]([CH2:7][C:8]1[C:16]2[C:11](=[CH:12][CH:13]=[CH:14][CH:15]=2)[NH:10][CH:9]=1)[NH2:5], predict the reactants needed to synthesize it. The reactants are: S(Cl)(Cl)=O.[NH2:5][C@H:6]([C:17]([OH:19])=[O:18])[CH2:7][C:8]1[C:16]2[C:11](=[CH:12][CH:13]=[CH:14][CH:15]=2)[NH:10][CH:9]=1.[C:20]([O-])([O-])=O.[Na+].[Na+]. (3) The reactants are: [Br:1][C:2]1[CH:3]=[C:4]([CH3:9])[C:5]([OH:8])=[N:6][CH:7]=1.[O:10]1[CH2:15][CH2:14][CH:13](O)[CH2:12][CH2:11]1. Given the product [Br:1][C:2]1[CH:3]=[C:4]([CH3:9])[C:5]([O:8][CH:13]2[CH2:14][CH2:15][O:10][CH2:11][CH2:12]2)=[N:6][CH:7]=1, predict the reactants needed to synthesize it. (4) Given the product [CH3:25][S:26]([O:24][CH2:23][C@@H:21]1[CH2:22][C@H:20]1[CH2:19][O:18][Si:1]([C:14]([CH3:17])([CH3:16])[CH3:15])([C:8]1[CH:9]=[CH:10][CH:11]=[CH:12][CH:13]=1)[C:2]1[CH:3]=[CH:4][CH:5]=[CH:6][CH:7]=1)(=[O:28])=[O:27], predict the reactants needed to synthesize it. The reactants are: [Si:1]([O:18][CH2:19][C@@H:20]1[CH2:22][C@H:21]1[CH2:23][OH:24])([C:14]([CH3:17])([CH3:16])[CH3:15])([C:8]1[CH:13]=[CH:12][CH:11]=[CH:10][CH:9]=1)[C:2]1[CH:7]=[CH:6][CH:5]=[CH:4][CH:3]=1.[CH3:25][S:26](Cl)(=[O:28])=[O:27].C1COCC1.